This data is from Reaction yield outcomes from USPTO patents with 853,638 reactions. The task is: Predict the reaction yield, written as a fraction of the theoretical maximum amount of product (1.0 means a 100% yield; for example, 0.34 means a 34% yield). (1) The reactants are [OH-].[Na+].C[O:4][C:5](=[O:42])[CH2:6][C:7]1[CH:8]=[N:9][CH:10]=[C:11]([C:13]2[CH:18]=[CH:17][C:16]([C:19]([CH2:39][CH3:40])([C:22]3[CH:27]=[CH:26][C:25](/[CH:28]=[CH:29]/[C:30]4([OH:37])[CH2:36][CH2:35][CH2:34][CH2:33][CH2:32][CH2:31]4)=[C:24]([CH3:38])[CH:23]=3)[CH2:20][CH3:21])=[CH:15][C:14]=2[CH3:41])[CH:12]=1.C(=O)(O)[O-].[Na+]. The catalyst is CO. The product is [CH2:20]([C:19]([C:16]1[CH:17]=[CH:18][C:13]([C:11]2[CH:12]=[C:7]([CH2:6][C:5]([OH:42])=[O:4])[CH:8]=[N:9][CH:10]=2)=[C:14]([CH3:41])[CH:15]=1)([C:22]1[CH:27]=[CH:26][C:25](/[CH:28]=[CH:29]/[C:30]2([OH:37])[CH2:36][CH2:35][CH2:34][CH2:33][CH2:32][CH2:31]2)=[C:24]([CH3:38])[CH:23]=1)[CH2:39][CH3:40])[CH3:21]. The yield is 0.300. (2) The reactants are [F:1][C:2]([F:12])([F:11])[C:3]([CH3:10])([CH3:9])[C:4](=[O:8])[CH2:5][C:6]#[N:7].S(O)(O)(=O)=O.[NH2:18]O.C(=O)([O-])O.[Na+].Cl. The catalyst is CO.O. The product is [F:1][C:2]([F:11])([F:12])[C:3]([C:4]1[O:8][N:7]=[C:6]([NH2:18])[CH:5]=1)([CH3:10])[CH3:9]. The yield is 0.710. (3) The reactants are Cl[CH2:2][CH2:3][C:4]([C:9]1[CH:14]=[CH:13][C:12]([F:15])=[CH:11][CH:10]=1)([OH:8])[CH2:5][CH:6]=[CH2:7].[NH2:16][C@H:17]1[CH2:22][CH2:21][CH2:20][N:19]([C:23]([O:25][C:26]([CH3:29])([CH3:28])[CH3:27])=[O:24])[CH2:18]1.C([O-])([O-])=O.[K+].[K+]. The catalyst is C(#N)C. The product is [C:26]([O:25][C:23]([N:19]1[CH2:20][CH2:21][CH2:22][C@H:17]([NH:16][CH2:2][CH2:3][C:4]([C:9]2[CH:14]=[CH:13][C:12]([F:15])=[CH:11][CH:10]=2)([OH:8])[CH2:5][CH:6]=[CH2:7])[CH2:18]1)=[O:24])([CH3:29])([CH3:27])[CH3:28]. The yield is 0.380.